Dataset: Reaction yield outcomes from USPTO patents with 853,638 reactions. Task: Predict the reaction yield, written as a fraction of the theoretical maximum amount of product (1.0 means a 100% yield; for example, 0.34 means a 34% yield). (1) The reactants are [Br:1][C:2]1[CH:7]=[CH:6][C:5]([CH2:8][C:9]([OH:11])=O)=[CH:4][C:3]=1[C:12]([F:15])([F:14])[F:13].[NH2:16][C:17]1[N:22]=[CH:21][C:20]([N:23]2[CH2:28][CH2:27][N:26]([C:29](=[O:31])[CH3:30])[CH2:25][CH2:24]2)=[CH:19][CH:18]=1.CN(C(ON1N=NC2C=CC=NC1=2)=[N+](C)C)C.F[P-](F)(F)(F)(F)F.CCN(C(C)C)C(C)C. The catalyst is CN(C=O)C. The product is [C:29]([N:26]1[CH2:25][CH2:24][N:23]([C:20]2[CH:19]=[CH:18][C:17]([NH:16][C:9](=[O:11])[CH2:8][C:5]3[CH:6]=[CH:7][C:2]([Br:1])=[C:3]([C:12]([F:15])([F:14])[F:13])[CH:4]=3)=[N:22][CH:21]=2)[CH2:28][CH2:27]1)(=[O:31])[CH3:30]. The yield is 0.950. (2) The reactants are [C:1]([O:5][C:6]([NH:8][C@@H:9]([CH2:17][CH2:18][CH2:19][CH2:20]O)[C:10]([O:12][C:13]([CH3:16])([CH3:15])[CH3:14])=[O:11])=[O:7])([CH3:4])([CH3:3])[CH3:2].N1C=CN=C1.C1C=CC(P(C2C=CC=CC=2)C2C=CC=CC=2)=CC=1.[I:46]I. The yield is 0.980. The catalyst is C(Cl)Cl. The product is [C:1]([O:5][C:6]([NH:8][C@@H:9]([CH2:17][CH2:18][CH2:19][CH2:20][I:46])[C:10]([O:12][C:13]([CH3:16])([CH3:15])[CH3:14])=[O:11])=[O:7])([CH3:4])([CH3:3])[CH3:2]. (3) The catalyst is O. The reactants are [Cl:1][C:2]1[C:7]([NH:8]C(=O)C(C)(C)C)=[C:6]([C:15]2(O)[CH2:20][CH2:19][O:18][CH2:17][CH2:16]2)[C:5]([O:22][CH3:23])=[CH:4][CH:3]=1.[OH-].[K+]. The product is [Cl:1][C:2]1[C:7]([NH2:8])=[C:6]([C:15]2[CH2:20][CH2:19][O:18][CH2:17][CH:16]=2)[C:5]([O:22][CH3:23])=[CH:4][CH:3]=1. The yield is 0.730. (4) The reactants are [CH3:1][NH:2][CH2:3][C:4]1[CH:5]=[C:6]([C:10]2[CH:15]=[CH:14][C:13]([CH:16]=[C:17]3[S:21][C:20](=[O:22])[NH:19][C:18]3=[O:23])=[CH:12][CH:11]=2)[CH:7]=[CH:8][CH:9]=1.[C:24]1([N:30]=[C:31]=[O:32])[CH:29]=[CH:28][CH:27]=[CH:26][CH:25]=1. No catalyst specified. The product is [O:22]=[C:20]1[NH:19][C:18](=[O:23])[C:17](=[CH:16][C:13]2[CH:12]=[CH:11][C:10]([C:6]3[CH:7]=[CH:8][CH:9]=[C:4]([CH2:3][N:2]([CH3:1])[C:31]([NH:30][C:24]4[CH:29]=[CH:28][CH:27]=[CH:26][CH:25]=4)=[O:32])[CH:5]=3)=[CH:15][CH:14]=2)[S:21]1. The yield is 0.980. (5) The reactants are [NH:1]1[C:5]2=[N:6][CH:7]=[CH:8][CH:9]=[C:4]2[CH:3]=[CH:2]1. The catalyst is C(N(CC)CC)C.C(O)=O.[C].[Pd]. The product is [NH:1]1[C:5]2=[N:6][CH:7]=[CH:8][CH:9]=[C:4]2[CH2:3][CH2:2]1. The yield is 0.240. (6) The reactants are [CH2:1]([O:8][C:9]1[C:17]2[N:16]=[C:15]([C:18]([F:21])([F:20])[F:19])[N:14](O)[C:13]=2[CH:12]=[C:11]([Br:23])[CH:10]=1)[C:2]1[CH:7]=[CH:6][CH:5]=[CH:4][CH:3]=1.P(Br)(Br)Br.O.C(=O)(O)[O-].[Na+]. The catalyst is C(Cl)(Cl)Cl. The product is [CH2:1]([O:8][C:9]1[C:17]2[N:16]=[C:15]([C:18]([F:21])([F:19])[F:20])[NH:14][C:13]=2[CH:12]=[C:11]([Br:23])[CH:10]=1)[C:2]1[CH:3]=[CH:4][CH:5]=[CH:6][CH:7]=1. The yield is 0.790. (7) The reactants are Cl.[F:2][C:3]1([F:9])[CH2:8][CH2:7][NH:6][CH2:5][CH2:4]1.[CH3:10][O:11][C:12](=[O:15])[CH2:13]Br.C(N(CC)CC)C. The catalyst is C1COCC1.O. The product is [CH3:10][O:11][C:12](=[O:15])[CH2:13][N:6]1[CH2:7][CH2:8][C:3]([F:9])([F:2])[CH2:4][CH2:5]1. The yield is 0.960.